From a dataset of Full USPTO retrosynthesis dataset with 1.9M reactions from patents (1976-2016). Predict the reactants needed to synthesize the given product. Given the product [C:24]([O:28][C:29]([NH:31][C@@H:32]([CH3:33])[C:34]([N:6]1[C@H:5]([C:3]([O:2][CH3:1])=[O:4])[CH2:17][C:16]2[C:15]3[C:10](=[CH:11][C:12]([O:18][CH3:19])=[CH:13][CH:14]=3)[NH:9][C:8]=2[C@@H:7]1[CH2:20][CH:21]([CH3:23])[CH3:22])=[O:35])=[O:30])([CH3:27])([CH3:26])[CH3:25], predict the reactants needed to synthesize it. The reactants are: [CH3:1][O:2][C:3]([C@@H:5]1[CH2:17][C:16]2[C:15]3[C:10](=[CH:11][C:12]([O:18][CH3:19])=[CH:13][CH:14]=3)[NH:9][C:8]=2[C@H:7]([CH2:20][CH:21]([CH3:23])[CH3:22])[NH:6]1)=[O:4].[C:24]([O:28][C:29]([NH:31][C@H:32]([C:34](O)=[O:35])[CH3:33])=[O:30])([CH3:27])([CH3:26])[CH3:25].CN(C(ON1N=NC2C=CC=NC1=2)=[N+](C)C)C.F[P-](F)(F)(F)(F)F.CN(C)C=O.C(N(CC)C(C)C)(C)C.